Dataset: Full USPTO retrosynthesis dataset with 1.9M reactions from patents (1976-2016). Task: Predict the reactants needed to synthesize the given product. (1) The reactants are: [F:1][C:2]1[C:7]([CH2:8][OH:9])=[CH:6][CH:5]=[CH:4][N:3]=1.[CH3:10][S:11](Cl)(=[O:13])=[O:12].C(N(CC)CC)C. Given the product [CH3:10][S:11]([O:9][CH2:8][C:7]1[C:2]([F:1])=[N:3][CH:4]=[CH:5][CH:6]=1)(=[O:13])=[O:12], predict the reactants needed to synthesize it. (2) Given the product [Br:19][C:5]1[CH:6]=[C:7]([O:10][C:11]2[CH:12]=[CH:13][C:14]([CH2:21][CH3:22])=[CH:15][CH:16]=2)[CH:8]=[CH:9][C:4]=1[CH2:3][OH:20], predict the reactants needed to synthesize it. The reactants are: CO[C:3](=[O:20])[C:4]1[CH:9]=[CH:8][C:7]([O:10][C:11]2[CH:16]=[CH:15][CH:14]=[CH:13][C:12]=2CC)=[CH:6][C:5]=1[Br:19].[CH3:21][CH:22](C[AlH]CC(C)C)C.Cl.CCOCC. (3) Given the product [OH:13][C@H:11]1[CH2:12][N:8]([C:6]([O:5][C:1]([CH3:4])([CH3:2])[CH3:3])=[O:7])[C@H:9]([C:14]([O:16][CH3:19])=[O:15])[CH2:10]1, predict the reactants needed to synthesize it. The reactants are: [C:1]([O:5][C:6]([N:8]1[CH2:12][C@H:11]([OH:13])[CH2:10][C@H:9]1[C:14]([OH:16])=[O:15])=[O:7])([CH3:4])([CH3:3])[CH3:2].[N+](=[CH2:19])=[N-]. (4) Given the product [F:20][C:2]([F:1])([F:19])[C:3]1[CH:18]=[CH:17][C:6]2[NH:7][C:8]3[CH:16]=[CH:15][CH:14]=[CH:13][C:9]=3[N:10]=[C:11]([N:12]3[CH2:29][CH2:28][NH:27][C@@H:26]([CH2:25][CH2:24][CH2:23][O:22][CH3:21])[CH2:31]3)[C:5]=2[CH:4]=1, predict the reactants needed to synthesize it. The reactants are: [F:1][C:2]([F:20])([F:19])[C:3]1[CH:18]=[CH:17][C:6]2[NH:7][C:8]3[CH:16]=[CH:15][CH:14]=[CH:13][C:9]=3[N:10]=[C:11]([NH2:12])[C:5]=2[CH:4]=1.[CH3:21][O:22][CH2:23][CH2:24][CH2:25][C@H:26]1[CH2:31]N[CH2:29][CH2:28][NH:27]1. (5) Given the product [CH:32]1([N:17]2[CH:16]=[C:15]([C:19]([O:21][CH2:22][CH3:23])=[O:20])[C:14]([C:11]3[CH:10]=[CH:9][C:8]([O:1][C:2]4[CH:3]=[CH:4][CH:5]=[CH:6][CH:7]=4)=[CH:13][CH:12]=3)=[N:18]2)[CH2:33][CH2:38][CH2:39][CH2:30]1, predict the reactants needed to synthesize it. The reactants are: [O:1]([C:8]1[CH:13]=[CH:12][C:11]([C:14]2[NH:18][N:17]=[CH:16][C:15]=2[C:19]([O:21][CH2:22][CH3:23])=[O:20])=[CH:10][CH:9]=1)[C:2]1[CH:7]=[CH:6][CH:5]=[CH:4][CH:3]=1.BrC1C=CC(O[CH:30]2[CH2:39][CH2:38][C:33]3(OCCO3)[CH2:32]C2)=CC=1.C([O-])([O-])=O.[Cs+].[Cs+].